This data is from Forward reaction prediction with 1.9M reactions from USPTO patents (1976-2016). The task is: Predict the product of the given reaction. Given the reactants C([C:4]1[CH:13]=[CH:12][C:11]2[C:6](=[CH:7][CH:8]=[C:9]([CH2:14][CH3:15])[CH:10]=2)[CH:5]=1)(=O)C.N1[CH2:21][CH2:20][O:19]CC1.[S].S(=O)(=O)(O)[OH:24], predict the reaction product. The product is: [CH2:14]([C:9]1[CH:10]=[C:11]2[C:6](=[CH:7][CH:8]=1)[CH:5]=[C:4]([CH2:21][C:20]([OH:19])=[O:24])[CH:13]=[CH:12]2)[CH3:15].